This data is from Full USPTO retrosynthesis dataset with 1.9M reactions from patents (1976-2016). The task is: Predict the reactants needed to synthesize the given product. (1) Given the product [Cl:1][CH2:2][CH2:3][CH2:4][NH:5][C:6]1[C:14]([N+:15]([O-:17])=[O:16])=[C:13]([O:18][CH3:19])[CH:12]=[CH:11][C:7]=1[C:8]([O:10][CH3:20])=[O:9], predict the reactants needed to synthesize it. The reactants are: [Cl:1][CH2:2][CH2:3][CH2:4][NH:5][C:6]1[C:14]([N+:15]([O-:17])=[O:16])=[C:13]([O:18][CH3:19])[CH:12]=[CH:11][C:7]=1[C:8]([OH:10])=[O:9].[C:20](=O)([O-])[O-].[K+].[K+].IC.O. (2) Given the product [OH:3][CH2:4][CH2:5][O:6][C:7]1[CH:12]=[C:11]([CH:13]2[C:17]3[C:18]([CH3:32])=[C:19]([NH:24][C:25](=[O:31])[CH2:26][C:27]([CH3:30])([CH3:29])[CH3:28])[C:20]([CH3:23])=[C:21]([CH3:22])[C:16]=3[O:15][CH2:14]2)[CH:10]=[CH:9][C:8]=1[CH:33]([CH3:34])[CH3:35], predict the reactants needed to synthesize it. The reactants are: C([O:3][C:4](=O)[CH2:5][O:6][C:7]1[CH:12]=[C:11]([CH:13]2[C:17]3[C:18]([CH3:32])=[C:19]([NH:24][C:25](=[O:31])[CH2:26][C:27]([CH3:30])([CH3:29])[CH3:28])[C:20]([CH3:23])=[C:21]([CH3:22])[C:16]=3[O:15][CH2:14]2)[CH:10]=[CH:9][C:8]=1[CH:33]([CH3:35])[CH3:34])C.[Li].O. (3) Given the product [Cl:1][C:2]1[CH:3]=[C:4]([CH2:30][C:31]([OH:33])=[O:32])[CH:5]=[CH:6][C:7]=1[O:8][CH2:9][CH2:10][CH:11]([C:16]1[S:17][C:18]2[CH:25]=[C:24]([C:26]([F:28])([F:29])[F:27])[CH:23]=[CH:22][C:19]=2[C:20]=1[CH3:21])[CH2:12][CH2:13][CH2:14][CH3:15], predict the reactants needed to synthesize it. The reactants are: [Cl:1][C:2]1[CH:3]=[C:4]([CH2:30][C:31]([O:33]CC)=[O:32])[CH:5]=[CH:6][C:7]=1[O:8][CH2:9][CH2:10][CH:11]([C:16]1[S:17][C:18]2[CH:25]=[C:24]([C:26]([F:29])([F:28])[F:27])[CH:23]=[CH:22][C:19]=2[C:20]=1[CH3:21])[CH2:12][CH2:13][CH2:14][CH3:15].[OH-].[Na+]. (4) The reactants are: [Br:1][C:2]1[CH:7]=[CH:6][C:5]([S:8](Cl)(=[O:10])=[O:9])=[CH:4][CH:3]=1.C(N(CC)CC)C.[NH2:19][CH2:20][C:21]([CH3:24])([OH:23])[CH3:22]. Given the product [Br:1][C:2]1[CH:7]=[CH:6][C:5]([S:8]([NH:19][CH2:20][C:21]([OH:23])([CH3:24])[CH3:22])(=[O:10])=[O:9])=[CH:4][CH:3]=1, predict the reactants needed to synthesize it. (5) The reactants are: Cl[C:2]1[CH:3]=[C:4]([CH:8]=[C:9]([C:11]2[CH:12]=[CH:13][C:14]3[O:18][C:17]([C:19]4[CH:24]=[CH:23][C:22]([F:25])=[CH:21][CH:20]=4)=[C:16]([C:26](=[O:29])[NH:27][CH3:28])[C:15]=3[CH:30]=2)[CH:10]=1)[C:5](O)=[O:6].[CH3:31][CH:32]([CH3:35])[CH2:33][NH2:34].C(N(C(C)C)C(C)C)C.CN(C(ON1N=NC2C=CC=NC1=2)=[N+](C)C)C.F[P-](F)(F)(F)(F)F.[Cl:69]CCl. Given the product [Cl:69][C:3]1[CH:2]=[CH:10][C:9]([C:11]2[CH:12]=[CH:13][C:14]3[O:18][C:17]([C:19]4[CH:24]=[CH:23][C:22]([F:25])=[CH:21][CH:20]=4)=[C:16]([C:26]([NH:27][CH3:28])=[O:29])[C:15]=3[CH:30]=2)=[CH:8][C:4]=1[C:5](=[O:6])[NH:34][CH2:33][CH:32]([CH3:35])[CH3:31], predict the reactants needed to synthesize it.